From a dataset of Full USPTO retrosynthesis dataset with 1.9M reactions from patents (1976-2016). Predict the reactants needed to synthesize the given product. (1) Given the product [C:16]1([N:22]2[C:26](=[O:27])[CH:25]=[C:24]([S:7][CH2:1][CH2:2][CH2:3][CH2:4][CH2:5][CH3:6])[C:23]2=[O:29])[CH:17]=[CH:18][CH:19]=[CH:20][CH:21]=1, predict the reactants needed to synthesize it. The reactants are: [CH2:1]([SH:7])[CH2:2][CH2:3][CH2:4][CH2:5][CH3:6].O.O.O.C([O-])(=O)C.[Na+].[C:16]1([N:22]2[C:26](=[O:27])[CH:25]=[C:24](Br)[C:23]2=[O:29])[CH:21]=[CH:20][CH:19]=[CH:18][CH:17]=1. (2) Given the product [C:20]1([C:3]2[N:4]=[C:5]3[C:11]4[CH:12]=[CH:13][CH:14]=[CH:15][C:10]=4[NH:9][C:8]4[N:16]=[CH:17][CH:18]=[CH:19][C:7]=4[N:6]3[C:2]=2[C:42]2[CH:43]=[CH:44][C:45]([C:48]3([NH:52][C:53](=[O:59])[O:54][C:55]([CH3:58])([CH3:56])[CH3:57])[CH2:51][CH2:50][CH2:49]3)=[CH:46][CH:47]=2)[CH:21]=[CH:22][CH:23]=[CH:24][CH:25]=1, predict the reactants needed to synthesize it. The reactants are: Br[C:2]1[N:6]2[C:7]3[CH:19]=[CH:18][CH:17]=[N:16][C:8]=3[NH:9][C:10]3[CH:15]=[CH:14][CH:13]=[CH:12][C:11]=3[C:5]2=[N:4][C:3]=1[C:20]1[CH:25]=[CH:24][CH:23]=[CH:22][CH:21]=1.C(O)C.C(=O)(O)[O-].[Na+].CC1(C)C(C)(C)OB([C:42]2[CH:47]=[CH:46][C:45]([C:48]3([NH:52][C:53](=[O:59])[O:54][C:55]([CH3:58])([CH3:57])[CH3:56])[CH2:51][CH2:50][CH2:49]3)=[CH:44][CH:43]=2)O1. (3) Given the product [ClH:12].[Cl:12][C:11]1[CH:7]=[C:3]([C:4]([NH2:6])=[O:5])[C:1](=[NH:2])[N:24]([CH:22]([C:17]2[CH:18]=[CH:19][CH:20]=[CH:21][C:16]=2[F:15])[CH3:23])[CH:10]=1, predict the reactants needed to synthesize it. The reactants are: [C:1]([CH:3]([CH:7]1[C:11]([Cl:12])=[C:10](Cl)C(=O)O1)[C:4]([NH2:6])=[O:5])#[N:2].[F:15][C:16]1[CH:21]=[CH:20][CH:19]=[CH:18][C:17]=1[CH:22]([NH2:24])[CH3:23].C(=O)([O-])[O-].[K+].[K+]. (4) Given the product [CH3:25][N:26]1[CH2:31][CH2:30][N:29]([S:32]([C:35]2[CH:36]=[C:37]([NH:41][C:22]([C:21]3[CH:20]=[N:19][N:12]4[C:13]([C:15]([F:17])([F:18])[F:16])=[CH:14][C:9]([C:4]5[CH:5]=[CH:6][C:7]([Cl:8])=[C:2]([Cl:1])[CH:3]=5)=[N:10][C:11]=34)=[O:24])[CH:38]=[CH:39][CH:40]=2)(=[O:34])=[O:33])[CH2:28][CH2:27]1, predict the reactants needed to synthesize it. The reactants are: [Cl:1][C:2]1[CH:3]=[C:4]([C:9]2[CH:14]=[C:13]([C:15]([F:18])([F:17])[F:16])[N:12]3[N:19]=[CH:20][C:21]([C:22]([OH:24])=O)=[C:11]3[N:10]=2)[CH:5]=[CH:6][C:7]=1[Cl:8].[CH3:25][N:26]1[CH2:31][CH2:30][N:29]([S:32]([C:35]2[CH:36]=[C:37]([NH2:41])[CH:38]=[CH:39][CH:40]=2)(=[O:34])=[O:33])[CH2:28][CH2:27]1. (5) Given the product [CH3:10][N:7]([CH3:5])[C:8]1[CH:9]=[CH:22][CH:23]=[C:24]2[C:19]=1[C:18](=[O:26])[C:17]1([OH:27])[C:16]3[CH:28]=[CH:29][C:30]([CH:32]([CH3:34])[CH3:33])=[CH:31][C:15]=3[O:14][C:13]12[OH:12], predict the reactants needed to synthesize it. The reactants are: Cl.CNC.[CH2:5]([N:7]([CH2:10]C)[CH2:8][CH3:9])C.[OH:12][C:13]12[C:24]3[C:19](=C(F)C=[CH:22][CH:23]=3)[C:18](=[O:26])[C:17]1([OH:27])[C:16]1[CH:28]=[CH:29][C:30]([CH:32]([CH3:34])[CH3:33])=[CH:31][C:15]=1[O:14]2.